The task is: Regression. Given a peptide amino acid sequence and an MHC pseudo amino acid sequence, predict their binding affinity value. This is MHC class II binding data.. This data is from Peptide-MHC class II binding affinity with 134,281 pairs from IEDB. (1) The peptide sequence is CGGTGKNTIVIPKGD. The MHC is HLA-DQA10104-DQB10503 with pseudo-sequence HLA-DQA10104-DQB10503. The binding affinity (normalized) is 0.0757. (2) The peptide sequence is AAFQAAHARFVAAAA. The MHC is HLA-DQA10101-DQB10501 with pseudo-sequence HLA-DQA10101-DQB10501. The binding affinity (normalized) is 0.363. (3) The peptide sequence is AATQARAAAAAFEAA. The MHC is DRB1_1501 with pseudo-sequence DRB1_1501. The binding affinity (normalized) is 0.0948. (4) The peptide sequence is LRIAAKIYSEADEAW. The MHC is HLA-DQA10101-DQB10501 with pseudo-sequence HLA-DQA10101-DQB10501. The binding affinity (normalized) is 0.177. (5) The peptide sequence is KVTAKGVSEANTCAA. The MHC is DRB1_0701 with pseudo-sequence DRB1_0701. The binding affinity (normalized) is 0.221. (6) The peptide sequence is RSLSNKIKQKTKQIG. The MHC is DRB1_0701 with pseudo-sequence DRB1_0701. The binding affinity (normalized) is 0.292. (7) The peptide sequence is AFKVAATAAFAAPAN. The MHC is DRB1_0901 with pseudo-sequence DRB1_0901. The binding affinity (normalized) is 0.827. (8) The peptide sequence is SAFQGLFGGLNWITK. The MHC is DRB1_1101 with pseudo-sequence DRB1_1101. The binding affinity (normalized) is 0.699. (9) The peptide sequence is VTYALNTITNLKVQLKK. The MHC is HLA-DQA10601-DQB10402 with pseudo-sequence HLA-DQA10601-DQB10402. The binding affinity (normalized) is 0.256. (10) The MHC is HLA-DQA10104-DQB10503 with pseudo-sequence HLA-DQA10104-DQB10503. The binding affinity (normalized) is 0.442. The peptide sequence is KTVSEGAVDIINKWQ.